Dataset: Full USPTO retrosynthesis dataset with 1.9M reactions from patents (1976-2016). Task: Predict the reactants needed to synthesize the given product. (1) Given the product [CH2:1]([O:8][N:9]([CH2:10][C:11]1[C:16]([O:17][CH3:18])=[CH:15][C:14]([O:19][CH3:20])=[CH:13][C:12]=1[O:21][CH3:22])[C:36](=[O:37])[CH2:32][C:33]([OH:34])=[O:39])[C:2]1[CH:3]=[CH:4][CH:5]=[CH:6][CH:7]=1, predict the reactants needed to synthesize it. The reactants are: [CH2:1]([O:8][NH:9][CH2:10][C:11]1[C:16]([O:17][CH3:18])=[CH:15][C:14]([O:19][CH3:20])=[CH:13][C:12]=1[O:21][CH3:22])[C:2]1[CH:7]=[CH:6][CH:5]=[CH:4][CH:3]=1.C(N(CC)CC)C.C([CH:32]([C:36](Cl)=[O:37])[C:33](Cl)=[O:34])C.[OH-:39].[Na+]. (2) The reactants are: [NH2:1][C:2](=[O:40])[CH:3]([OH:39])[CH:4]([NH:12][C:13](=[O:38])[C:14]1[CH:19]=[CH:18][CH:17]=[N:16][C:15]=1[N:20]1[CH:24]=[CH:23][C:22]([CH2:25][N:26]2[CH2:31][CH2:30][CH:29]([C:32]3[CH:37]=[CH:36][CH:35]=[CH:34][CH:33]=3)[CH2:28][CH2:27]2)=[N:21]1)[CH2:5][C:6]1[CH:11]=[CH:10][CH:9]=[CH:8][CH:7]=1.CS(C)=O.ClC(Cl)C(O)=O. Given the product [NH2:1][C:2](=[O:40])[C:3](=[O:39])[CH:4]([NH:12][C:13](=[O:38])[C:14]1[CH:19]=[CH:18][CH:17]=[N:16][C:15]=1[N:20]1[CH:24]=[CH:23][C:22]([CH2:25][N:26]2[CH2:27][CH2:28][CH:29]([C:32]3[CH:37]=[CH:36][CH:35]=[CH:34][CH:33]=3)[CH2:30][CH2:31]2)=[N:21]1)[CH2:5][C:6]1[CH:11]=[CH:10][CH:9]=[CH:8][CH:7]=1, predict the reactants needed to synthesize it. (3) Given the product [Br:17][C:18]1[CH:25]=[CH:24][C:21]([C:22]#[N:23])=[C:20]([O:9][C:3]2[CH:8]=[CH:7][CH:6]=[CH:5][CH:4]=2)[CH:19]=1, predict the reactants needed to synthesize it. The reactants are: [H-].[Na+].[C:3]1([OH:9])[CH:8]=[CH:7][CH:6]=[CH:5][CH:4]=1.[O-]C1C=CC=CC=1.[Br:17][C:18]1[CH:25]=[CH:24][C:21]([C:22]#[N:23])=[C:20](F)[CH:19]=1.[OH-].[Na+]. (4) The reactants are: [CH3:1][C:2]1[NH:6][C:5]2[CH:7]=[C:8]([O:12][CH2:13][CH2:14][CH2:15][C:16]([O:18][CH2:19][CH3:20])=[O:17])[CH:9]=[C:10]([CH3:11])[C:4]=2[N:3]=1.C([O-])([O-])=O.[K+].[K+].CN(C=O)C.Br[CH2:33][C:34]1[CH:39]=[CH:38][CH:37]=[CH:36][C:35]=1[Cl:40]. Given the product [Cl:40][C:35]1[CH:36]=[CH:37][CH:38]=[CH:39][C:34]=1[CH2:33][N:6]1[C:5]2[CH:7]=[C:8]([O:12][CH2:13][CH2:14][CH2:15][C:16]([O:18][CH2:19][CH3:20])=[O:17])[CH:9]=[C:10]([CH3:11])[C:4]=2[N:3]=[C:2]1[CH3:1], predict the reactants needed to synthesize it. (5) Given the product [Cl:18][C:15]1[CH:16]=[CH:17][C:12]([C:11]2[C:7]([CH2:6][O:5][C:29]3[C:28]([F:31])=[CH:27][C:26]([CH2:32][CH2:33][C:34]([O:36][CH2:37][CH3:38])=[O:35])=[CH:25][C:24]=3[F:23])=[C:8]([C:19]([F:22])([F:21])[F:20])[S:9][CH:10]=2)=[CH:13][CH:14]=1, predict the reactants needed to synthesize it. The reactants are: CS([O:5][CH2:6][C:7]1[C:11]([C:12]2[CH:17]=[CH:16][C:15]([Cl:18])=[CH:14][CH:13]=2)=[CH:10][S:9][C:8]=1[C:19]([F:22])([F:21])[F:20])(=O)=O.[F:23][C:24]1[CH:25]=[C:26]([CH2:32][CH2:33][C:34]([O:36][CH2:37][CH3:38])=[O:35])[CH:27]=[C:28]([F:31])[C:29]=1O.C(=O)([O-])[O-].[K+].[K+].CN(C)C=O. (6) Given the product [CH:1]([O:4][C:5]1[CH:6]=[C:7]([NH:14][CH:15]2[CH2:16][CH2:17][N:18]([CH3:21])[CH2:19][CH2:20]2)[CH:8]=[CH:9][C:10]=1[NH2:11])([CH3:3])[CH3:2], predict the reactants needed to synthesize it. The reactants are: [CH:1]([O:4][C:5]1[CH:6]=[C:7]([NH:14][CH:15]2[CH2:20][CH2:19][N:18]([CH3:21])[CH2:17][CH2:16]2)[CH:8]=[CH:9][C:10]=1[N+:11]([O-])=O)([CH3:3])[CH3:2].